From a dataset of Catalyst prediction with 721,799 reactions and 888 catalyst types from USPTO. Predict which catalyst facilitates the given reaction. Reactant: [NH2:1][C:2]1[C:11]([C:12]([O:14]N2C3C=CC=CC=3N=N2)=O)=[C:5]2[N:6]=[CH:7][C:8]([F:10])=[CH:9][N:4]2[N:3]=1.[O:24]1[CH2:27][CH:26]([N:28]2[CH2:33][CH2:32][N:31]([C:34]3[CH:39]=[CH:38][N:37]=[CH:36][C:35]=3[NH2:40])[CH2:30][CH2:29]2)[CH2:25]1. Product: [NH2:1][C:2]1[C:11]([C:12]([NH:40][C:35]2[CH:36]=[N:37][CH:38]=[CH:39][C:34]=2[N:31]2[CH2:30][CH2:29][N:28]([CH:26]3[CH2:25][O:24][CH2:27]3)[CH2:33][CH2:32]2)=[O:14])=[C:5]2[N:6]=[CH:7][C:8]([F:10])=[CH:9][N:4]2[N:3]=1. The catalyst class is: 37.